This data is from Reaction yield outcomes from USPTO patents with 853,638 reactions. The task is: Predict the reaction yield, written as a fraction of the theoretical maximum amount of product (1.0 means a 100% yield; for example, 0.34 means a 34% yield). (1) The reactants are [CH:1]([C:3]1[N:4]=[CH:5][C:6]([NH:9][C:10]2[CH:15]=[CH:14][C:13]([S:16]([N:19]3[CH2:24][CH2:23][N:22]([C:25]([O:27][C:28]([CH3:31])([CH3:30])[CH3:29])=[O:26])[CH2:21][CH2:20]3)(=[O:18])=[O:17])=[CH:12][CH:11]=2)=[N:7][CH:8]=1)=[CH2:2].I[C:33]1[CH:34]=[C:35]([OH:39])[CH:36]=[CH:37][CH:38]=1.C1(C)C=CC(P(C2C=CC(C)=CC=2)C2C=CC(C)=CC=2)=CC=1.CCN(C(C)C)C(C)C. The catalyst is CN(C=O)C.CC([O-])=O.CC([O-])=O.[Pd+2]. The product is [OH:39][C:35]1[CH:34]=[C:33]([CH:38]=[CH:37][CH:36]=1)/[CH:2]=[CH:1]/[C:3]1[N:4]=[CH:5][C:6]([NH:9][C:10]2[CH:15]=[CH:14][C:13]([S:16]([N:19]3[CH2:20][CH2:21][N:22]([C:25]([O:27][C:28]([CH3:31])([CH3:30])[CH3:29])=[O:26])[CH2:23][CH2:24]3)(=[O:18])=[O:17])=[CH:12][CH:11]=2)=[N:7][CH:8]=1. The yield is 0.780. (2) The reactants are [C:1]1([OH:7])[CH:6]=[CH:5][CH:4]=[CH:3][CH:2]=1.[S:8](N1C=CN=C1)([N:11]1[CH:15]=[CH:14][N:13]=[CH:12]1)(=[O:10])=[O:9].C([O-])([O-])=O.[Cs+].[Cs+]. The catalyst is C1COCC1. The product is [N:11]1([S:8]([O:7][C:1]2[CH:6]=[CH:5][CH:4]=[CH:3][CH:2]=2)(=[O:10])=[O:9])[CH:15]=[CH:14][N:13]=[CH:12]1. The yield is 0.600.